This data is from Reaction yield outcomes from USPTO patents with 853,638 reactions. The task is: Predict the reaction yield, written as a fraction of the theoretical maximum amount of product (1.0 means a 100% yield; for example, 0.34 means a 34% yield). (1) The reactants are CN1C([CH2:7][CH2:8][O:9][C:10]2[CH:15]=[CH:14][C:13]([N:16]3[CH2:21][CH2:20][N:19]([C:22]4[CH2:23][CH2:24][C:25]5[N:26]([C:28]([C:31]([F:34])([F:33])[F:32])=[N:29][N:30]=5)[N:27]=4)[CH2:18][CH2:17]3)=[CH:12][CH:11]=2)=CC=N1.OCC[N:38]1[CH2:43][CH2:42][N:41]([C:44]([O:46][C:47]([CH3:50])([CH3:49])[CH3:48])=[O:45])[CH2:40][CH2:39]1. No catalyst specified. The product is [F:34][C:31]([F:32])([F:33])[C:28]1[N:26]2[N:27]=[C:22]([N:19]3[CH2:18][CH2:17][N:16]([C:13]4[CH:14]=[CH:15][C:10]([O:9][CH2:8][CH2:7][N:38]5[CH2:39][CH2:40][N:41]([C:44]([O:46][C:47]([CH3:50])([CH3:49])[CH3:48])=[O:45])[CH2:42][CH2:43]5)=[CH:11][CH:12]=4)[CH2:21][CH2:20]3)[CH:23]=[CH:24][C:25]2=[N:30][N:29]=1. The yield is 0.600. (2) The reactants are CO[CH:3](OC)[N:4]([CH3:6])[CH3:5].[CH3:9][S:10][C:11]1[N:16]=[C:15]([C:17](=[O:19])[CH3:18])[CH:14]=[CH:13][N:12]=1. No catalyst specified. The product is [CH3:6][N:4]([CH3:5])/[CH:3]=[CH:18]/[C:17]([C:15]1[CH:14]=[CH:13][N:12]=[C:11]([S:10][CH3:9])[N:16]=1)=[O:19]. The yield is 0.693.